The task is: Predict the reactants needed to synthesize the given product.. This data is from Full USPTO retrosynthesis dataset with 1.9M reactions from patents (1976-2016). (1) Given the product [Cl:2][C:3]1[CH:16]=[CH:15][CH:14]=[CH:13][C:4]=1[O:5][CH2:6][CH:7]1[CH2:12][CH2:11][CH2:10][N:9]([C:30]([NH:29][C:26]2[CH:27]=[CH:28][C:23]([CH2:22][N:17]3[CH:21]=[CH:20][CH:19]=[N:18]3)=[CH:24][CH:25]=2)=[O:31])[CH2:8]1, predict the reactants needed to synthesize it. The reactants are: Cl.[Cl:2][C:3]1[CH:16]=[CH:15][CH:14]=[CH:13][C:4]=1[O:5][CH2:6][CH:7]1[CH2:12][CH2:11][CH2:10][NH:9][CH2:8]1.[N:17]1([CH2:22][C:23]2[CH:28]=[CH:27][C:26]([NH:29][C:30](=O)[O:31]C3C=CC=CC=3)=[CH:25][CH:24]=2)[CH:21]=[CH:20][CH:19]=[N:18]1.C(N(CC)CC)C.C(OCC)(=O)C. (2) The reactants are: [C:1]([O:9][CH2:10][CH:11](CO)[OH:12])(=[O:8])[C:2]1[CH:7]=[CH:6][CH:5]=[CH:4][CH:3]=1.[O-]S([O-])(=O)=O.[Mg+2]. Given the product [C:1]([O:9][CH2:10][CH:11]=[O:12])(=[O:8])[C:2]1[CH:7]=[CH:6][CH:5]=[CH:4][CH:3]=1, predict the reactants needed to synthesize it.